Dataset: Catalyst prediction with 721,799 reactions and 888 catalyst types from USPTO. Task: Predict which catalyst facilitates the given reaction. (1) Reactant: [Cl:1][C:2]1[N:7]=[C:6](Cl)[C:5]([Cl:9])=[CH:4][N:3]=1.C(N(CC)CC)C.[NH2:17][C@H:18]([C:21]1[CH:26]=[CH:25][C:24]([F:27])=[CH:23][CH:22]=1)[CH2:19][OH:20]. Product: [Cl:1][C:2]1[N:7]=[C:6]([NH:17][C@H:18]([C:21]2[CH:26]=[CH:25][C:24]([F:27])=[CH:23][CH:22]=2)[CH2:19][OH:20])[C:5]([Cl:9])=[CH:4][N:3]=1. The catalyst class is: 8. (2) Reactant: [NH:1]1[CH2:6][CH2:5][C:4](=[O:7])[CH2:3][CH2:2]1.[F:8][C:9]1[C:17]([C:18]([F:21])([F:20])[F:19])=[N:16][CH:15]=[CH:14][C:10]=1[C:11](O)=[O:12].F[P-](F)(F)(F)(F)F.N1(O[P+](N(C)C)(N(C)C)N(C)C)C2C=CC=CC=2N=N1.C(N(CC)CC)C. Product: [F:8][C:9]1[C:17]([C:18]([F:21])([F:19])[F:20])=[N:16][CH:15]=[CH:14][C:10]=1[C:11]([N:1]1[CH2:6][CH2:5][C:4](=[O:7])[CH2:3][CH2:2]1)=[O:12]. The catalyst class is: 31. (3) Reactant: [N:1]([CH:4]([C:6]1[N:7]=[CH:8][C:9]([NH:12][C:13]2[CH:18]=[CH:17][C:16]([C:19]([F:22])([F:21])[F:20])=[CH:15][CH:14]=2)=[N:10][CH:11]=1)[CH3:5])=[N+]=[N-].C1(P(C2C=CC=CC=2)C2C=CC=CC=2)C=CC=CC=1. Product: [NH2:1][CH:4]([C:6]1[N:7]=[CH:8][C:9]([NH:12][C:13]2[CH:14]=[CH:15][C:16]([C:19]([F:21])([F:22])[F:20])=[CH:17][CH:18]=2)=[N:10][CH:11]=1)[CH3:5]. The catalyst class is: 20. (4) Reactant: [CH3:1][C:2]1([CH3:32])[CH2:11][C:10]2[C:5](=[CH:6][CH:7]=[C:8]([C:12]([O:14]C)=[O:13])[CH:9]=2)[NH:4][CH:3]1[C:16]1[CH:21]=[CH:20][CH:19]=[C:18]([S:22](=[O:31])(=[O:30])[NH:23][CH:24]2[CH2:28][CH2:27][N:26]([CH3:29])[CH2:25]2)[CH:17]=1.[OH-].[Na+]. Product: [CH3:1][C:2]1([CH3:32])[CH2:11][C:10]2[C:5](=[CH:6][CH:7]=[C:8]([C:12]([OH:14])=[O:13])[CH:9]=2)[NH:4][CH:3]1[C:16]1[CH:21]=[CH:20][CH:19]=[C:18]([S:22](=[O:31])(=[O:30])[NH:23][CH:24]2[CH2:28][CH2:27][N:26]([CH3:29])[CH2:25]2)[CH:17]=1. The catalyst class is: 111. (5) Reactant: [I:1][C:2]1[CH:8]=[CH:7][C:5]([NH2:6])=[C:4]([O:9][C:10]([F:13])([F:12])[F:11])[CH:3]=1.[N:14]1[N:18]2[C:22](=[O:23])[C:17]3[N:18]([N:14]=[CH:15][CH:16]=3)[C:22](=[O:23])[C:17]2=[CH:16][CH:15]=1. Product: [I:1][C:2]1[CH:8]=[CH:7][C:5]([NH:6][C:22]([C:17]2[CH:16]=[CH:15][NH:14][N:18]=2)=[O:23])=[C:4]([O:9][C:10]([F:11])([F:12])[F:13])[CH:3]=1. The catalyst class is: 377. (6) Reactant: [C:1]1([C:7]2[C:11]([C:12]3[CH:17]=[CH:16][CH:15]=[CH:14][CH:13]=3)=[CH:10][O:9][C:8]=2[C:18]([O:20]C)=[O:19])[CH:6]=[CH:5][CH:4]=[CH:3][CH:2]=1.[OH-].[Na+].C(O)C. Product: [C:1]1([C:7]2[C:11]([C:12]3[CH:13]=[CH:14][CH:15]=[CH:16][CH:17]=3)=[CH:10][O:9][C:8]=2[C:18]([OH:20])=[O:19])[CH:2]=[CH:3][CH:4]=[CH:5][CH:6]=1. The catalyst class is: 6. (7) Product: [CH:8]([C:6]1[N:5]=[C:4]([NH:10][C:11](=[O:13])[CH3:12])[CH:3]=[C:2]([CH3:1])[CH:7]=1)=[O:14]. Reactant: [CH3:1][C:2]1[CH:7]=[C:6]([CH:8]=C)[N:5]=[C:4]([NH:10][C:11](=[O:13])[CH3:12])[CH:3]=1.[O:14]=[O+][O-].C1(P(C2C=CC=CC=2)C2C=CC=CC=2)C=CC=CC=1. The catalyst class is: 138. (8) Reactant: [CH3:1][O:2][C:3]1[CH:8]=[CH:7][C:6]([CH2:9][CH2:10][OH:11])=[CH:5][CH:4]=1.Cl[C:13]1[CH:23]=[C:17]2[N:18]([CH3:22])[CH2:19][CH2:20][CH2:21][N:16]2[C:15](=[O:24])[N:14]=1.[H-].[Na+]. Product: [CH3:1][O:2][C:3]1[CH:8]=[CH:7][C:6]([CH2:9][CH2:10][O:11][C:13]2[CH:23]=[C:17]3[N:18]([CH3:22])[CH2:19][CH2:20][CH2:21][N:16]3[C:15](=[O:24])[N:14]=2)=[CH:5][CH:4]=1. The catalyst class is: 16. (9) Reactant: Cl[C:2]1[CH:7]=[CH:6][C:5]([NH:8][C:9]([NH:11][C:12]2[CH:17]=[CH:16][CH:15]=[C:14]([C:18]3[CH:23]=[CH:22][CH:21]=[C:20]([N:24]4[CH2:28][CH2:27][CH2:26][CH2:25]4)[N:19]=3)[CH:13]=2)=[O:10])=[CH:4][CH:3]=1.[F:29]C1C=CC(N)=CC=1.CCN(C(C)C)C(C)C. Product: [F:29][C:2]1[CH:7]=[CH:6][C:5]([NH:8][C:9]([NH:11][C:12]2[CH:17]=[CH:16][CH:15]=[C:14]([C:18]3[CH:23]=[CH:22][CH:21]=[C:20]([N:24]4[CH2:28][CH2:27][CH2:26][CH2:25]4)[N:19]=3)[CH:13]=2)=[O:10])=[CH:4][CH:3]=1. The catalyst class is: 3.